This data is from Reaction yield outcomes from USPTO patents with 853,638 reactions. The task is: Predict the reaction yield, written as a fraction of the theoretical maximum amount of product (1.0 means a 100% yield; for example, 0.34 means a 34% yield). (1) The reactants are [NH:1]1[C:9]2[C:4](=[CH:5][CH:6]=[CH:7][CH:8]=2)[CH2:3][CH2:2]1.C(N(CC)C(C)C)(C)C.CN(C)C=O.F[C:25]1[CH:30]=[CH:29][C:28]([C:31]([F:34])([F:33])[F:32])=[CH:27][C:26]=1[N+:35]([O-:37])=[O:36]. The catalyst is O. The product is [N+:35]([C:26]1[CH:27]=[C:28]([C:31]([F:32])([F:33])[F:34])[CH:29]=[CH:30][C:25]=1[N:1]1[C:9]2[C:4](=[CH:5][CH:6]=[CH:7][CH:8]=2)[CH2:3][CH2:2]1)([O-:37])=[O:36]. The yield is 0.994. (2) The reactants are [CH3:1][C:2]([Si:5]([CH3:29])([CH3:28])[O:6][CH2:7][CH2:8][CH:9]([CH:17]([OH:27])[CH2:18][CH2:19][C:20]1[CH:25]=[CH:24][C:23]([I:26])=[CH:22][CH:21]=1)[C:10]([O:12][C:13]([CH3:16])([CH3:15])[CH3:14])=[O:11])([CH3:4])[CH3:3].ClC(Cl)(Cl)C(=N)O[CH2:34][C:35]1[CH:40]=[CH:39][C:38]([O:41][CH3:42])=[CH:37][CH:36]=1. The catalyst is O1CCCC1.B(F)(F)F.CCOCC. The product is [CH3:4][C:2]([Si:5]([CH3:28])([CH3:29])[O:6][CH2:7][CH2:8][CH:9]([CH:17]([O:27][CH2:34][C:35]1[CH:40]=[CH:39][C:38]([O:41][CH3:42])=[CH:37][CH:36]=1)[CH2:18][CH2:19][C:20]1[CH:25]=[CH:24][C:23]([I:26])=[CH:22][CH:21]=1)[C:10]([O:12][C:13]([CH3:14])([CH3:15])[CH3:16])=[O:11])([CH3:1])[CH3:3]. The yield is 0.660. (3) The reactants are [N+:1]([C:4]1[CH:9]=[CH:8][C:7]([CH2:10][CH2:11][S:12]([OH:15])(=[O:14])=O)=[CH:6][CH:5]=1)([O-:3])=[O:2].S(Cl)(Cl)=O.[NH:20]1[CH2:25][CH2:24][O:23][CH2:22][CH2:21]1. The catalyst is O.C([O-])(O)=O.[Na+]. The product is [N+:1]([C:4]1[CH:5]=[CH:6][C:7]([CH2:10][CH2:11][S:12]([N:20]2[CH2:25][CH2:24][O:23][CH2:22][CH2:21]2)(=[O:14])=[O:15])=[CH:8][CH:9]=1)([O-:3])=[O:2]. The yield is 0.520. (4) The reactants are [Br:1][C:2]1[CH:7]=[CH:6][C:5]([NH:8][C:9]2[N:14]=[CH:13][N:12]=[C:11]([NH:15][C:16]3[CH:17]=[C:18]([NH:22]C(=O)OC(C)(C)C)[CH:19]=[CH:20][CH:21]=3)[CH:10]=2)=[C:4]([F:30])[CH:3]=1. The catalyst is Cl.O1CCOCC1. The product is [Br:1][C:2]1[CH:7]=[CH:6][C:5]([NH:8][C:9]2[N:14]=[CH:13][N:12]=[C:11]([NH:15][C:16]3[CH:17]=[C:18]([NH2:22])[CH:19]=[CH:20][CH:21]=3)[CH:10]=2)=[C:4]([F:30])[CH:3]=1. The yield is 1.00.